This data is from Full USPTO retrosynthesis dataset with 1.9M reactions from patents (1976-2016). The task is: Predict the reactants needed to synthesize the given product. (1) Given the product [CH2:3]([C:4]1[N:12]([CH2:24][C:45]2[CH:44]=[CH:43][C:42]([C:35]3[C:34]([C:32]([OH:31])=[O:33])=[CH:39][CH:38]=[CH:37][CH:36]=3)=[CH:47][CH:46]=2)[C:11]2[CH:10]=[C:9]([C:13]3[N:21]([CH3:22])[C:20]4[CH:19]=[CH:18][CH:17]=[CH:16][C:15]=4[N:14]=3)[CH:8]=[C:7]([CH3:23])[C:6]=2[N:5]=1)[CH2:2][CH3:1], predict the reactants needed to synthesize it. The reactants are: [CH3:1][CH2:2][CH2:3][C:4]1[NH:12][C:11]2[C:6](=[C:7]([CH3:23])[CH:8]=[C:9]([C:13]3[N:21]([CH3:22])[C:20]4[C:15](=[CH:16][CH:17]=[CH:18][CH:19]=4)[N:14]=3)[CH:10]=2)[N:5]=1.[CH3:24]S(C)=O.[OH-].[K+].C[O:31][C:32]([C:34]1[C:35]([C:42]2[CH:47]=[CH:46][CH:45]=[CH:44][CH:43]=2)=[CH:36][CH:37]=[C:38](CBr)[CH:39]=1)=[O:33]. (2) Given the product [Cl:11][C:5]1[CH:6]=[C:7]([N+:8]([O-:10])=[O:9])[C:2]([C:20]#[N:21])=[N:3][C:4]=1[O:12][CH2:13][CH2:14][CH2:15][CH:16]([CH3:18])[CH3:17], predict the reactants needed to synthesize it. The reactants are: Br[C:2]1[C:7]([N+:8]([O-:10])=[O:9])=[CH:6][C:5]([Cl:11])=[C:4]([O:12][CH2:13][CH2:14][CH2:15][CH:16]([CH3:18])[CH3:17])[N:3]=1.[Cu][C:20]#[N:21].[Cl-].[NH4+]. (3) Given the product [Br:4][C:5]1[CH:6]=[N:7][CH:8]=[CH:9][C:10]=1[CH2:11][O:12][C:13]1[CH:14]=[N:15][C:16]([N:19]2[CH2:24][CH2:23][N:22]([C:25]3[N:30]=[C:43]([CH:44]([CH3:46])[CH3:45])[O:47][N:26]=3)[CH2:21][C@H:20]2[CH3:27])=[N:17][CH:18]=1, predict the reactants needed to synthesize it. The reactants are: Cl.NO.[Br:4][C:5]1[CH:6]=[N:7][CH:8]=[CH:9][C:10]=1[CH2:11][O:12][C:13]1[CH:14]=[N:15][C:16]([N:19]2[CH2:24][CH2:23][N:22]([C:25]#[N:26])[CH2:21][C@H:20]2[CH3:27])=[N:17][CH:18]=1.C([N:30](C(C)C)C(C)C)C.N1C=CC=CC=1.[C:43](Cl)(=[O:47])[CH:44]([CH3:46])[CH3:45]. (4) Given the product [F:1][C:2]1[C:3]([C:9]2[N:13]([CH:14]3[CH2:19][CH2:18][O:17][CH2:16][CH2:15]3)[C:12]([CH3:20])=[N:11][CH:10]=2)=[N:4][C:5]([NH:8][C:22]2[CH:23]=[CH:24][C:25]([CH2:28][CH2:29][N:30]3[CH2:31][CH2:32][O:33][CH2:34][CH2:35]3)=[CH:26][CH:27]=2)=[N:6][CH:7]=1, predict the reactants needed to synthesize it. The reactants are: [F:1][C:2]1[C:3]([C:9]2[N:13]([CH:14]3[CH2:19][CH2:18][O:17][CH2:16][CH2:15]3)[C:12]([CH3:20])=[N:11][CH:10]=2)=[N:4][C:5]([NH2:8])=[N:6][CH:7]=1.Br[C:22]1[CH:27]=[CH:26][C:25]([CH2:28][CH2:29][N:30]2[CH2:35][CH2:34][O:33][CH2:32][CH2:31]2)=[CH:24][CH:23]=1.CC(C1C=C(C(C)C)C(C2C=CC=CC=2P(C2CCCCC2)C2CCCCC2)=C(C(C)C)C=1)C.C([O-])([O-])=O.[Cs+].[Cs+]. (5) Given the product [CH2:1]([N:8]1[C:12](=[O:13])[CH:11]2[CH:10]([CH2:17][N:18]([CH2:24][C:25]3[CH:30]=[CH:29][CH:28]=[CH:27][CH:26]=3)[CH2:19]2)[C:9]1=[O:14])[C:2]1[CH:3]=[CH:4][CH:5]=[CH:6][CH:7]=1, predict the reactants needed to synthesize it. The reactants are: [CH2:1]([N:8]1[C:12](=[O:13])[CH:11]=[CH:10][C:9]1=[O:14])[C:2]1[CH:7]=[CH:6][CH:5]=[CH:4][CH:3]=1.CO[CH2:17][N:18]([CH2:24][C:25]1[CH:30]=[CH:29][CH:28]=[CH:27][CH:26]=1)[CH2:19][Si](C)(C)C.FC(F)(F)C(O)=O. (6) Given the product [C:22]([O:26][C:27]([N:10]1[CH2:11][CH:12]2[C:8]([C:5]3[CH:6]=[CH:7][C:2]([Br:1])=[CH:3][C:4]=3[F:14])([CH2:13]2)[CH2:9]1)=[O:28])([CH3:25])([CH3:24])[CH3:23], predict the reactants needed to synthesize it. The reactants are: [Br:1][C:2]1[CH:7]=[CH:6][C:5]([C:8]23[CH2:13][CH:12]2[CH2:11][NH:10][CH2:9]3)=[C:4]([F:14])[CH:3]=1.C(N(CC)CC)C.[C:22]([O:26][C:27](O[C:27]([O:26][C:22]([CH3:25])([CH3:24])[CH3:23])=[O:28])=[O:28])([CH3:25])([CH3:24])[CH3:23]. (7) The reactants are: [CH:1]1([CH:7]([C:9]2[S:10][C:11]([C:15]3[CH:20]=[CH:19][C:18]([C:21]([F:24])([F:23])[F:22])=[CH:17][CH:16]=3)=[CH:12][C:13]=2[CH3:14])O)[CH2:6][CH2:5][CH2:4][CH2:3][CH2:2]1.S(Cl)([Cl:27])=O. Given the product [Cl:27][CH:7]([CH:1]1[CH2:6][CH2:5][CH2:4][CH2:3][CH2:2]1)[C:9]1[S:10][C:11]([C:15]2[CH:20]=[CH:19][C:18]([C:21]([F:24])([F:23])[F:22])=[CH:17][CH:16]=2)=[CH:12][C:13]=1[CH3:14], predict the reactants needed to synthesize it. (8) Given the product [C:9]([C:13]1[CH:18]=[CH:17][C:16]([C:19]2[S:20][CH:21]=[C:22]([CH:28]([OH:29])[CH3:1])[C:23]=2[O:24][CH2:25][O:26][CH3:27])=[CH:15][CH:14]=1)([CH3:12])([CH3:10])[CH3:11], predict the reactants needed to synthesize it. The reactants are: [CH2:1](OCC)C.C[Mg]Br.[C:9]([C:13]1[CH:18]=[CH:17][C:16]([C:19]2[S:20][CH:21]=[C:22]([CH:28]=[O:29])[C:23]=2[O:24][CH2:25][O:26][CH3:27])=[CH:15][CH:14]=1)([CH3:12])([CH3:11])[CH3:10].[Cl-].[NH4+]. (9) Given the product [OH:1][CH2:2][CH2:3][CH2:4][CH2:5][CH2:6][NH:7][S:8]([C:11]1[CH:16]=[CH:15][C:14]([C:24]2[CH:25]=[CH:26][C:21]([C:18](=[O:20])[CH3:19])=[CH:22][CH:23]=2)=[CH:13][CH:12]=1)(=[O:10])=[O:9], predict the reactants needed to synthesize it. The reactants are: [OH:1][CH2:2][CH2:3][CH2:4][CH2:5][CH2:6][NH:7][S:8]([C:11]1[CH:16]=[CH:15][C:14](Br)=[CH:13][CH:12]=1)(=[O:10])=[O:9].[C:18]([C:21]1[CH:26]=[CH:25][C:24](B(O)O)=[CH:23][CH:22]=1)(=[O:20])[CH3:19]. (10) Given the product [Cl:8][C:7]1[C:2]([NH:1][S:32]([C:26]2[CH:31]=[CH:30][CH:29]=[CH:28][CH:27]=2)(=[O:34])=[O:33])=[CH:3][C:4]([C:9]2[CH:10]=[C:11]3[CH:18]=[CH:17][NH:16][C:12]3=[N:13][C:14]=2[CH3:15])=[CH:5][N:6]=1, predict the reactants needed to synthesize it. The reactants are: [NH2:1][C:2]1[CH:3]=[C:4]([C:9]2[CH:10]=[C:11]3[CH:18]=[CH:17][N:16](C(OC(C)(C)C)=O)[C:12]3=[N:13][C:14]=2[CH3:15])[CH:5]=[N:6][C:7]=1[Cl:8].[C:26]1([S:32](Cl)(=[O:34])=[O:33])[CH:31]=[CH:30][CH:29]=[CH:28][CH:27]=1.